Dataset: Experimentally validated miRNA-target interactions with 360,000+ pairs, plus equal number of negative samples. Task: Binary Classification. Given a miRNA mature sequence and a target amino acid sequence, predict their likelihood of interaction. (1) The miRNA is mmu-miR-764-3p with sequence AGGAGGCCAUAGUGGCAACUGU. The protein sequence of the target gene is MSLRVHTLPTLLGAVVRPGCRELLCLLMITVTVGPGASGVCPTACICATDIVSCTNKNLSKVPGNLFRLIKRLDLSYNRIGLLDSEWIPVSFAKLNTLILRHNNITSISTGSFSTTPNLKCLDLSSNKLKTVKNAVFQELKVLEVLLLYNNHISYLDPSAFGGLSQLQKLYLSGNFLTQFPMDLYVGRFKLAELMFLDVSYNRIPSMPMHHINLVPGKQLRGIYLHGNPFVCDCSLYSLLVFWYRRHFSSVMDFKNDYTCRLWSDSRHSRQVLLLQDSFMNCSDSIINGSFRALGFIHEA.... Result: 0 (no interaction). (2) The miRNA is hsa-miR-218-2-3p with sequence CAUGGUUCUGUCAAGCACCGCG. The protein sequence of the target gene is MDTPRGIGTFVVWDYVVFAGMLVISAAIGIYYAFAGGGQQTSKDFLMGGRRMTAVPVALSLTASFMSAVTVLGTPSEVYRFGAIFSIFAFTYFFVVVISAEVFLPVFYKLGITSTYEYLELRFNKCVRLCGTVLFIVQTILYTGIVIYAPALALNQVTGFDLWGAVVATGVVCTFYCTLGGLKAVIWTDVFQVGIMVAGFASVIIQAVVMQGGISTILNDAYDGGRLNFWNFNPNPLQRHTFWTIIIGGTFTWTSIYGVNQSQVQRYISCKSRFQAKLSLYINLVGLWAILTCSVFCGLA.... Result: 0 (no interaction). (3) The protein sequence of the target gene is MVVSGVLTAPAVLTAPHSGTSNTTFVVFENSHVNITAPLPFQHPSAGPLLRYSLETMTSPGFSSLAVNSTAVTPAPAVFKSLNLAVQIILSAIMIFILFVSFLGNLVVCLMVYQKAAMRSAINILLASLAFADMLLAVLNMPFALVTILTTRWIFGKFFCRLSAMFFWLFVIEGVAILLIISIDRFLIIVQRQDKLNPYRAKVLIAVSWATAFSVAFPLAVGNPDLQIPSRAPQCVFGYTTNSGYQAYVILISLISFFIPFLVILYSFMGILNTLRHNALRIHSYPEGICLSQASKLGLM.... The miRNA is hsa-miR-4633-3p with sequence AGGAGCUAGCCAGGCAUAUGCA. Result: 0 (no interaction).